Dataset: Forward reaction prediction with 1.9M reactions from USPTO patents (1976-2016). Task: Predict the product of the given reaction. (1) Given the reactants [Cl:1][C:2]1[N:7]=[C:6]([S:8]([CH3:11])(=[O:10])=[O:9])[N:5]=[C:4]([NH:12][C:13]2[C:14]([NH2:20])=[CH:15][CH:16]=[C:17]([F:19])[CH:18]=2)[CH:3]=1.[CH2:21](OC(OCC)(OCC)C)[CH3:22].C([O-])(O)=O.[Na+], predict the reaction product. The product is: [Cl:1][C:2]1[N:7]=[C:6]([S:8]([CH3:11])(=[O:10])=[O:9])[N:5]=[C:4]([N:12]2[C:13]3[CH:18]=[C:17]([F:19])[CH:16]=[CH:15][C:14]=3[N:20]=[C:21]2[CH3:22])[CH:3]=1. (2) Given the reactants [N:1]12[CH2:8][CH2:7][CH:4]([CH2:5][CH2:6]1)[CH:3]([O:9][C:10]1[N:15]=[CH:14][C:13]([C:16]3[CH:21]=[CH:20][C:19]([NH:22]C(=O)OC(C)(C)C)=[CH:18][CH:17]=3)=[CH:12][N:11]=1)[CH2:2]2.FC(F)(F)C(O)=O, predict the reaction product. The product is: [N:1]12[CH2:6][CH2:5][CH:4]([CH2:7][CH2:8]1)[CH:3]([O:9][C:10]1[N:15]=[CH:14][C:13]([C:16]3[CH:21]=[CH:20][C:19]([NH2:22])=[CH:18][CH:17]=3)=[CH:12][N:11]=1)[CH2:2]2. (3) Given the reactants [C:1]([C:3]1[CH:8]=[CH:7][C:6]([C:9]2[C:10](C3C=CC(C#N)=CC=3)=[C:11]([C:15]3[CH:20]=[CH:19][C:18]([C:21]#[N:22])=[CH:17][CH:16]=3)[CH:12]=[CH:13][CH:14]=2)=[CH:5][CH:4]=1)#[N:2], predict the reaction product. The product is: [C:1]([C:3]1[CH:4]=[CH:5][C:6]([C:9]2[CH:10]=[C:11]([C:15]3[CH:16]=[CH:17][C:18]([C:21]#[N:22])=[CH:19][CH:20]=3)[CH:12]=[C:13]([C:6]3[CH:7]=[CH:8][C:3]([C:1]#[N:2])=[CH:4][CH:5]=3)[CH:14]=2)=[CH:7][CH:8]=1)#[N:2]. (4) The product is: [CH3:12][C:8]1[C:9]([CH2:17][C:18]2[O:22][C:21]([C:23]([O:25][CH3:26])=[O:24])=[CH:20][CH:19]=2)=[CH:10][C:11]2[C:2]([CH3:15])([CH3:1])[CH2:3][CH2:4][C:5]([CH3:14])([CH3:13])[C:6]=2[CH:7]=1. Given the reactants [CH3:1][C:2]1([CH3:15])[C:11]2[C:6](=[CH:7][C:8]([CH3:12])=[CH:9][CH:10]=2)[C:5]([CH3:14])([CH3:13])[CH2:4][CH2:3]1.Cl[CH2:17][C:18]1[O:22][C:21]([C:23]([O:25][CH3:26])=[O:24])=[CH:20][CH:19]=1.[Cl-].[Cl-].[Cl-].[Al+3], predict the reaction product. (5) Given the reactants [OH:1][C:2]([CH3:35])([CH3:34])[CH2:3][C@@:4]1([C:28]2[CH:33]=[CH:32][CH:31]=[CH:30][CH:29]=2)[O:9][C:8](=[O:10])[N:7]([C@H:11]([C:13]2[CH:18]=[CH:17][C:16](B3OC(C)(C)C(C)(C)O3)=[CH:15][CH:14]=2)[CH3:12])[CH2:6][CH2:5]1.Br[C:37]1[CH:38]=[CH:39][C:40]2[N:41]([N:43]=[CH:44][N:45]=2)[CH:42]=1.C([O-])([O-])=O.[Cs+].[Cs+], predict the reaction product. The product is: [N:45]1[CH:44]=[N:43][N:41]2[CH:42]=[C:37]([C:16]3[CH:15]=[CH:14][C:13]([C@@H:11]([N:7]4[CH2:6][CH2:5][C@:4]([CH2:3][C:2]([OH:1])([CH3:34])[CH3:35])([C:28]5[CH:33]=[CH:32][CH:31]=[CH:30][CH:29]=5)[O:9][C:8]4=[O:10])[CH3:12])=[CH:18][CH:17]=3)[CH:38]=[CH:39][C:40]=12. (6) The product is: [F:1][C@@H:2]1[CH2:6][N:5]([C:7]2[N:15]=[C:14]3[C:10]([N:11]=[CH:12][N:13]3[CH:16]([CH3:18])[CH3:17])=[C:9]([NH:19][C:20]3[CH:21]=[N:22][N:23]([CH3:25])[CH:24]=3)[N:8]=2)[CH2:4][C@H:3]1[NH:26][C:27](=[O:30])[CH:28]=[CH2:29]. Given the reactants [F:1][C@H:2]1[CH2:6][N:5]([C:7]2[N:15]=[C:14]3[C:10]([N:11]=[CH:12][N:13]3[CH:16]([CH3:18])[CH3:17])=[C:9]([NH:19][C:20]3[CH:21]=[N:22][N:23]([CH3:25])[CH:24]=3)[N:8]=2)[CH2:4][C@@H:3]1[NH:26][C:27](=[O:30])[CH:28]=[CH2:29], predict the reaction product.